Dataset: Full USPTO retrosynthesis dataset with 1.9M reactions from patents (1976-2016). Task: Predict the reactants needed to synthesize the given product. Given the product [C:1]([N:9]1[CH2:10][CH2:11][N:12]([C:15]2[CH:16]=[CH:17][C:18]([C:21](=[O:23])/[CH:22]=[CH:24]/[C:26]3[CH:27]=[CH:28][C:29](/[CH:30]=[CH:31]/[C:32]([OH:34])=[O:33])=[CH:35][CH:36]=3)=[CH:19][CH:20]=2)[CH2:13][CH2:14]1)(=[O:8])[C:2]1[CH:3]=[CH:4][CH:5]=[CH:6][CH:7]=1, predict the reactants needed to synthesize it. The reactants are: [C:1]([N:9]1[CH2:14][CH2:13][N:12]([C:15]2[CH:20]=[CH:19][C:18]([C:21](=[O:23])[CH3:22])=[CH:17][CH:16]=2)[CH2:11][CH2:10]1)(=[O:8])[C:2]1[CH:7]=[CH:6][CH:5]=[CH:4][CH:3]=1.[CH:24]([C:26]1[CH:36]=[CH:35][C:29]([CH:30]=[CH:31][C:32]([OH:34])=[O:33])=[CH:28][CH:27]=1)=O.[OH-].[K+].